Dataset: Aqueous solubility values for 9,982 compounds from the AqSolDB database. Task: Regression/Classification. Given a drug SMILES string, predict its absorption, distribution, metabolism, or excretion properties. Task type varies by dataset: regression for continuous measurements (e.g., permeability, clearance, half-life) or binary classification for categorical outcomes (e.g., BBB penetration, CYP inhibition). For this dataset (solubility_aqsoldb), we predict Y. (1) The drug is Cc1cccc(O)c1C(=O)O. The Y is -2.04 log mol/L. (2) The compound is CCCCCCCCCCCC(=O)OCC(O)CO. The Y is -4.66 log mol/L.